From a dataset of CYP2D6 inhibition data for predicting drug metabolism from PubChem BioAssay. Regression/Classification. Given a drug SMILES string, predict its absorption, distribution, metabolism, or excretion properties. Task type varies by dataset: regression for continuous measurements (e.g., permeability, clearance, half-life) or binary classification for categorical outcomes (e.g., BBB penetration, CYP inhibition). Dataset: cyp2d6_veith. (1) The molecule is CN1C(=O)C(C2c3ccccc3C(=O)N2Cc2ccc([N+](=O)[O-])cc2)C(=O)N(C)C1=O. The result is 0 (non-inhibitor). (2) The compound is COc1ccc(-c2nc3cnc(N(C)C)nc3n(Cc3cccs3)c2=O)cc1. The result is 0 (non-inhibitor). (3) The compound is NS(=O)(=O)c1cc(C(=O)O)c(O)c2ccccc12. The result is 0 (non-inhibitor).